This data is from Full USPTO retrosynthesis dataset with 1.9M reactions from patents (1976-2016). The task is: Predict the reactants needed to synthesize the given product. (1) Given the product [C:1]([C:4]1[C:12]2[C:7](=[CH:8][CH:9]=[C:10]([O:13][CH2:14][C:15]3[CH:31]=[CH:30][N:29]([CH3:32])[N:20]=3)[CH:11]=2)[N:6]([CH2:21][C:22]([OH:24])=[O:23])[N:5]=1)(=[O:3])[CH3:2], predict the reactants needed to synthesize it. The reactants are: [C:1]([C:4]1[C:12]2[C:7](=[CH:8][CH:9]=[C:10]([O:13][CH2:14][C:15]3[N:20]=CC=CN=3)[CH:11]=2)[N:6]([CH2:21][C:22]([OH:24])=[O:23])[N:5]=1)(=[O:3])[CH3:2].ClCC1[CH:31]=[CH:30][N:29]([CH3:32])N=1.ClCC1N=CC=CN=1.C(C1C2C(=CC=C(OCC3C=C(C)NN=3)C=2)N(CC(O)=O)N=1)(=O)C. (2) Given the product [C:11]([O:15][C:16](=[O:21])[C:17]([S:8][C:4]1[CH:5]=[CH:6][CH:7]=[C:2]([Br:1])[CH:3]=1)([CH3:19])[CH3:18])([CH3:14])([CH3:13])[CH3:12], predict the reactants needed to synthesize it. The reactants are: [Br:1][C:2]1[CH:3]=[C:4]([SH:8])[CH:5]=[CH:6][CH:7]=1.[OH-].[K+].[C:11]([O:15][C:16](=[O:21])[C:17](Br)([CH3:19])[CH3:18])([CH3:14])([CH3:13])[CH3:12].